This data is from Reaction yield outcomes from USPTO patents with 853,638 reactions. The task is: Predict the reaction yield, written as a fraction of the theoretical maximum amount of product (1.0 means a 100% yield; for example, 0.34 means a 34% yield). (1) The reactants are [CH3:1][C:2]1[O:6][N:5]=[C:4]([C:7]2[CH:12]=[CH:11][CH:10]=[CH:9][CH:8]=2)[C:3]=1[CH2:13][O:14][C:15]1[CH:20]=[CH:19][C:18]([N+:21]([O-])=O)=[CH:17][N:16]=1.[Cl-].[NH4+]. The catalyst is CO.[Zn]. The product is [CH3:1][C:2]1[O:6][N:5]=[C:4]([C:7]2[CH:12]=[CH:11][CH:10]=[CH:9][CH:8]=2)[C:3]=1[CH2:13][O:14][C:15]1[N:16]=[CH:17][C:18]([NH2:21])=[CH:19][CH:20]=1. The yield is 0.850. (2) The reactants are C(OC([N:8]1[CH2:13][CH2:12][CH:11]([CH2:14][CH2:15][N:16]2[C:24]([O:25][CH3:26])=[N:23][C:22]3[C:17]2=[N:18][C:19]([O:28][CH2:29][CH2:30][O:31][CH3:32])=[N:20][C:21]=3[NH2:27])[CH2:10][CH2:9]1)=O)(C)(C)C.FC(F)(F)C(O)=O.C(=O)([O-])[O-].[K+].[K+].Cl[CH2:47][C:48]([NH:50][C:51]1[CH:56]=[CH:55][CH:54]=[C:53]([CH2:57][C:58]([O:60][CH3:61])=[O:59])[CH:52]=1)=[O:49]. The catalyst is CN(C=O)C. The product is [CH3:26][O:25][C:24]1[N:16]([CH2:15][CH2:14][CH:11]2[CH2:10][CH2:9][N:8]([CH2:47][C:48]([NH:50][C:51]3[CH:56]=[CH:55][CH:54]=[C:53]([CH2:57][C:58]([O:60][CH3:61])=[O:59])[CH:52]=3)=[O:49])[CH2:13][CH2:12]2)[C:17]2[C:22]([N:23]=1)=[C:21]([NH2:27])[N:20]=[C:19]([O:28][CH2:29][CH2:30][O:31][CH3:32])[N:18]=2. The yield is 0.990. (3) The reactants are [CH:1]([C:3]1[C:11]2[C:6](=[CH:7][C:8]([C@H:12]3[C@@:14]4([C:22]5[C:17](=[CH:18][CH:19]=[CH:20][CH:21]=5)[NH:16][C:15]4=[O:23])[CH2:13]3)=[CH:9][CH:10]=2)[NH:5][N:4]=1)=[CH2:2].Br[C:25]1[CH:30]=[CH:29][N:28]=[C:27]([CH3:31])[CH:26]=1.CCN(C(C)C)C(C)C.CC1C=CC=CC=1P(C1C=CC=CC=1C)C1C=CC=CC=1C. The catalyst is CN(C=O)C.CC([O-])=O.CC([O-])=O.[Pd+2]. The product is [CH3:31][C:27]1[CH:26]=[C:25](/[CH:2]=[CH:1]/[C:3]2[C:11]3[C:6](=[CH:7][C:8]([C@H:12]4[C@@:14]5([C:22]6[C:17](=[CH:18][CH:19]=[CH:20][CH:21]=6)[NH:16][C:15]5=[O:23])[CH2:13]4)=[CH:9][CH:10]=3)[NH:5][N:4]=2)[CH:30]=[CH:29][N:28]=1. The yield is 0.230. (4) The reactants are [CH3:1][O:2][C:3]1[C:8]2[N:9]=[C:10]([NH:12][C:13](=[O:23])[C:14]3[CH:19]=[CH:18][C:17]([CH2:20][NH:21][CH3:22])=[CH:16][CH:15]=3)[S:11][C:7]=2[C:6]([N:24]2[CH2:29][CH2:28][O:27][CH2:26][CH2:25]2)=[CH:5][CH:4]=1.[CH:30]1([C:33](Cl)=[O:34])[CH2:32][CH2:31]1. No catalyst specified. The product is [CH:30]1([C:33]([N:21]([CH2:20][C:17]2[CH:16]=[CH:15][C:14]([C:13]([NH:12][C:10]3[S:11][C:7]4[C:6]([N:24]5[CH2:25][CH2:26][O:27][CH2:28][CH2:29]5)=[CH:5][CH:4]=[C:3]([O:2][CH3:1])[C:8]=4[N:9]=3)=[O:23])=[CH:19][CH:18]=2)[CH3:22])=[O:34])[CH2:32][CH2:31]1. The yield is 0.820. (5) The reactants are [N:1]1[CH:2]=[CH:3][N:4]2[CH:9]=[CH:8][C:7]([NH2:10])=[CH:6][C:5]=12.C([O-])([O-])=O.[Cs+].[Cs+].Br[C:18]1[C:19](=[O:26])[N:20]([CH3:25])[CH:21]=[C:22]([Br:24])[N:23]=1.CC1(C)C2C(=C(P(C3C=CC=CC=3)C3C=CC=CC=3)C=CC=2)OC2C(P(C3C=CC=CC=3)C3C=CC=CC=3)=CC=CC1=2. The catalyst is C1C=CC(/C=C/C(/C=C/C2C=CC=CC=2)=O)=CC=1.C1C=CC(/C=C/C(/C=C/C2C=CC=CC=2)=O)=CC=1.C1C=CC(/C=C/C(/C=C/C2C=CC=CC=2)=O)=CC=1.[Pd].[Pd].O1CCOCC1. The product is [Br:24][C:22]1[N:23]=[C:18]([NH:10][C:7]2[CH:8]=[CH:9][N:4]3[CH:3]=[CH:2][N:1]=[C:5]3[CH:6]=2)[C:19](=[O:26])[N:20]([CH3:25])[CH:21]=1. The yield is 0.440. (6) The catalyst is C1(C)C=CC=CC=1. The yield is 0.890. The product is [CH2:2]([O:4][C:5](=[O:9])[CH2:6][CH2:7][NH:8][C:26](=[O:27])[CH2:25][CH2:24][CH2:23][C:17]1[CH:22]=[CH:21][CH:20]=[CH:19][CH:18]=1)[CH3:3]. The reactants are Cl.[CH2:2]([O:4][C:5](=[O:9])[CH2:6][CH2:7][NH2:8])[CH3:3].CCN(CC)CC.[C:17]1([CH2:23][CH2:24][CH2:25][C:26](Cl)=[O:27])[CH:22]=[CH:21][CH:20]=[CH:19][CH:18]=1. (7) The reactants are [Br:1][C:2]1[C:3]([F:20])=[C:4]([F:19])[C:5]([NH:11][C:12]2[CH:17]=[CH:16][CH:15]=[CH:14][C:13]=2[F:18])=[C:6]([CH:10]=1)[C:7]([OH:9])=[O:8].[CH3:21][Si](C=[N+]=[N-])(C)C. The catalyst is C1COCC1.CO. The product is [Br:1][C:2]1[C:3]([F:20])=[C:4]([F:19])[C:5]([NH:11][C:12]2[CH:17]=[CH:16][CH:15]=[CH:14][C:13]=2[F:18])=[C:6]([CH:10]=1)[C:7]([O:9][CH3:21])=[O:8]. The yield is 0.910. (8) The reactants are [C:1]([O:5][C:6]([C:8]1[C:16]2[CH2:15][CH:14]([CH2:17][N:18]3C(=O)C4C(=CC=CC=4)C3=O)[N:13]([CH2:29][C:30]3[CH:35]=[CH:34][C:33]([O:36][CH3:37])=[CH:32][CH:31]=3)[CH2:12][C:11]=2[S:10][C:9]=1[NH2:38])=[O:7])([CH3:4])([CH3:3])[CH3:2].NN. The catalyst is C(O)C. The product is [C:1]([O:5][C:6]([C:8]1[C:16]2[CH2:15][CH:14]([CH2:17][NH2:18])[N:13]([CH2:29][C:30]3[CH:31]=[CH:32][C:33]([O:36][CH3:37])=[CH:34][CH:35]=3)[CH2:12][C:11]=2[S:10][C:9]=1[NH2:38])=[O:7])([CH3:4])([CH3:3])[CH3:2]. The yield is 0.980. (9) The reactants are [C:1]([O:5][C:6]([N:8]1[CH2:13][CH2:12][CH:11]([CH:14]([C:16]2[CH:21]=[CH:20][N:19]=[CH:18][C:17]=2Br)[OH:15])[CH2:10][CH2:9]1)=[O:7])([CH3:4])([CH3:3])[CH3:2].[OH-].[Na+]. The catalyst is CO.[Pd]. The product is [C:1]([O:5][C:6]([N:8]1[CH2:9][CH2:10][CH:11]([CH:14]([OH:15])[C:16]2[CH:21]=[CH:20][N:19]=[CH:18][CH:17]=2)[CH2:12][CH2:13]1)=[O:7])([CH3:4])([CH3:2])[CH3:3]. The yield is 0.810.